Task: Predict the reactants needed to synthesize the given product.. Dataset: Full USPTO retrosynthesis dataset with 1.9M reactions from patents (1976-2016) (1) The reactants are: [Br:1][C:2]1[CH:7]=[CH:6][C:5]([C:8]([CH3:11])([CH3:10])[CH3:9])=[CH:4][C:3]=1[N+:12]([O-])=O.[O-]S([O-])(=S)=O.[Na+].[Na+].Cl.C(=O)([O-])[O-].[Na+].[Na+]. Given the product [Br:1][C:2]1[CH:7]=[CH:6][C:5]([C:8]([CH3:10])([CH3:9])[CH3:11])=[CH:4][C:3]=1[NH2:12], predict the reactants needed to synthesize it. (2) Given the product [CH2:1]([O:8][C:9]1[C:14]([O:15][CH3:16])=[CH:13][CH:12]=[CH:11][C:10]=1[CH:17]([O:32][CH2:35][CH3:36])[C:18]1[CH:23]=[C:22]([Cl:24])[CH:21]=[CH:20][C:19]=1[NH2:25])[C:2]1[CH:7]=[CH:6][CH:5]=[CH:4][CH:3]=1, predict the reactants needed to synthesize it. The reactants are: [CH2:1]([O:8][C:9]1[C:14]([O:15][CH3:16])=[CH:13][CH:12]=[CH:11][C:10]=1[CH:17]([OH:32])[C:18]1[CH:23]=[C:22]([Cl:24])[CH:21]=[CH:20][C:19]=1[NH:25]C(=O)C(C)(C)C)[C:2]1[CH:7]=[CH:6][CH:5]=[CH:4][CH:3]=1.[OH-].[Na+].[CH2:35](O)[CH3:36]. (3) Given the product [N:14]1([CH:11]2[CH2:12][CH2:13][N:8]([C:6]([O:5][C:1]([CH3:4])([CH3:3])[CH3:2])=[O:7])[CH2:9][CH2:10]2)[CH2:15][CH2:16][NH:17][CH2:18][CH2:19]1, predict the reactants needed to synthesize it. The reactants are: [C:1]([O:5][C:6]([N:8]1[CH2:13][CH2:12][CH:11]([N:14]2[CH2:19][CH2:18][N:17](C(OCC3C=CC=CC=3)=O)[CH2:16][CH2:15]2)[CH2:10][CH2:9]1)=[O:7])([CH3:4])([CH3:3])[CH3:2].C(O)=O. (4) Given the product [C:1]([O:5][C:6]([N:8]([CH2:10][C:11]1[CH:12]=[C:13]([C:32]2[CH:37]=[CH:36][CH:35]=[CH:34][C:33]=2[F:38])[N:14]([S:16]([C:19]2[CH:20]=[C:21]([CH:29]=[CH:30][CH:31]=2)[O:22][CH2:23][C:24]([OH:26])=[O:25])(=[O:18])=[O:17])[CH:15]=1)[CH3:9])=[O:7])([CH3:4])([CH3:2])[CH3:3], predict the reactants needed to synthesize it. The reactants are: [C:1]([O:5][C:6]([N:8]([CH2:10][C:11]1[CH:12]=[C:13]([C:32]2[CH:37]=[CH:36][CH:35]=[CH:34][C:33]=2[F:38])[N:14]([S:16]([C:19]2[CH:20]=[C:21]([CH:29]=[CH:30][CH:31]=2)[O:22][CH2:23][C:24]([O:26]CC)=[O:25])(=[O:18])=[O:17])[CH:15]=1)[CH3:9])=[O:7])([CH3:4])([CH3:3])[CH3:2].[OH-].[Li+].O1CCCC1.Cl. (5) Given the product [CH2:13]([O:20][C:21]([N:23]1[CH2:27][C:26]([F:29])([F:28])[CH2:25][C@H:24]1[C:30](=[O:31])[NH:1][CH:2]1[CH:3]2[CH2:11][CH:7]3[CH2:6][C:5]([OH:12])([CH2:10][CH:9]1[CH2:8]3)[CH2:4]2)=[O:22])[C:14]1[CH:19]=[CH:18][CH:17]=[CH:16][CH:15]=1, predict the reactants needed to synthesize it. The reactants are: [NH2:1][CH:2]1[CH:9]2[CH2:10][C:5]3([OH:12])[CH2:6][CH:7]([CH2:11][CH:3]1[CH2:4]3)[CH2:8]2.[CH2:13]([O:20][C:21]([N:23]1[CH2:27][C:26]([F:29])([F:28])[CH2:25][C@H:24]1[C:30](O)=[O:31])=[O:22])[C:14]1[CH:19]=[CH:18][CH:17]=[CH:16][CH:15]=1.CN1CCOCC1.C1C=CC2N(O)N=NC=2C=1.CCN=C=NCCCN(C)C. (6) Given the product [CH3:1][NH:2][C:3]1[O:8][C:7]([C:9]2[CH:10]=[CH:11][C:12]3[O:16][CH:15]=[C:14]([C:17]4[CH:22]=[CH:21][C:20]([S:23][CH3:24])=[CH:19][CH:18]=4)[C:13]=3[CH:25]=2)=[N:6][N:5]=1, predict the reactants needed to synthesize it. The reactants are: [CH3:1][NH:2][C:3]([NH:5][NH:6][C:7]([C:9]1[CH:10]=[CH:11][C:12]2[O:16][CH:15]=[C:14]([C:17]3[CH:22]=[CH:21][C:20]([S:23][CH3:24])=[CH:19][CH:18]=3)[C:13]=2[CH:25]=1)=[O:8])=S.[OH-].[Na+].[I-].[K+].[K+].I[I-]I.II.